Dataset: Full USPTO retrosynthesis dataset with 1.9M reactions from patents (1976-2016). Task: Predict the reactants needed to synthesize the given product. (1) Given the product [Br:4][C:5]1[CH:10]=[CH:9][CH:8]=[C:7]([O:2][CH3:1])[N:6]=1, predict the reactants needed to synthesize it. The reactants are: [CH3:1][O-:2].[Na+].[Br:4][C:5]1[CH:10]=[CH:9][CH:8]=[C:7](Br)[N:6]=1. (2) Given the product [CH3:29][C:24](=[CH2:23])[CH2:25][O:7][CH2:1][CH2:2][CH2:3][CH2:4][CH2:5][CH3:6], predict the reactants needed to synthesize it. The reactants are: [CH2:1]([OH:7])[CH2:2][CH2:3][CH2:4][CH2:5][CH3:6].[OH-].C([N+](C[CH2:23][CH2:24][CH3:25])(CCCC)CCCC)CCC.[OH-].[Na+].Cl[CH:29]=CC. (3) Given the product [CH2:17]([O:19][C:20]([C:22]1[NH:23][C:24]([CH:31]=[C:9]2[C:8]3[C:12](=[CH:13][CH:14]=[CH:15][C:7]=3[CH:4]3[CH2:3][CH2:2][NH:1][CH2:6][CH2:5]3)[NH:11][C:10]2=[O:16])=[C:25]2[C:30]=1[CH2:29][CH2:28][CH2:27][CH2:26]2)=[O:21])[CH3:18], predict the reactants needed to synthesize it. The reactants are: [NH:1]1[CH2:6][CH2:5][CH:4]([C:7]2[CH:15]=[CH:14][CH:13]=[C:12]3[C:8]=2[CH2:9][C:10](=[O:16])[NH:11]3)[CH2:3][CH2:2]1.[CH2:17]([O:19][C:20]([C:22]1[NH:23][C:24]([CH:31]=O)=[C:25]2[C:30]=1[CH2:29][CH2:28][CH2:27][CH2:26]2)=[O:21])[CH3:18]. (4) Given the product [N:1]1[CH:6]=[CH:5][CH:4]=[C:3]([NH:7][C:26]([C:23]2[N:24]=[N:25][C:20]([N:17]3[CH2:16][CH2:15][N:14]([C:12](=[O:13])[C:11]4[CH:29]=[CH:30][CH:31]=[CH:32][C:10]=4[C:9]([F:34])([F:33])[F:8])[CH2:19][CH2:18]3)=[CH:21][CH:22]=2)=[O:27])[N:2]=1, predict the reactants needed to synthesize it. The reactants are: [N:1]1[CH:6]=[CH:5][CH:4]=[C:3]([NH2:7])[N:2]=1.[F:8][C:9]([F:34])([F:33])[C:10]1[CH:32]=[CH:31][CH:30]=[CH:29][C:11]=1[C:12]([N:14]1[CH2:19][CH2:18][N:17]([C:20]2[N:25]=[N:24][C:23]([C:26](Cl)=[O:27])=[CH:22][CH:21]=2)[CH2:16][CH2:15]1)=[O:13]. (5) Given the product [CH:22]1([C:7]2([CH2:8][CH2:9][C:10]#[C:11][C:12]3[CH:17]=[C:16]([CH3:18])[C:15]([OH:19])=[CH:14][C:13]=3[CH3:20])[O:28][C:3](=[O:2])[CH2:4][C:5](=[O:27])[CH2:6]2)[CH2:23][CH2:24][CH2:25][CH2:26]1, predict the reactants needed to synthesize it. The reactants are: C[O:2][C:3](=[O:28])[CH2:4][C:5](=[O:27])[CH2:6][C:7]([CH:22]1[CH2:26][CH2:25][CH2:24][CH2:23]1)(O)[CH2:8][CH2:9][C:10]#[C:11][C:12]1[CH:17]=[C:16]([CH3:18])[C:15]([OH:19])=[CH:14][C:13]=1[CH3:20].[OH-].[Na+]. (6) Given the product [Cl:13][C:2]1[N:3]=[CH:4][C:5]([C:8]([NH:19][CH3:20])=[O:10])=[N:6][CH:7]=1, predict the reactants needed to synthesize it. The reactants are: O[C:2]1[N:3]=[CH:4][C:5]([C:8]([OH:10])=O)=[N:6][CH:7]=1.S(Cl)([Cl:13])=O.COCC[NH:19][CH3:20]. (7) Given the product [CH:13]([C:9]1[C:8]([CH3:16])=[N:7][C:6]2[N:5]([N:4]=[CH:3][C:2]=2[C:25]2[CH:26]=[N:27][N:28]([CH2:30][O:31][CH2:32][CH2:33][Si:34]([CH3:37])([CH3:36])[CH3:35])[CH:29]=2)[C:10]=1[O:11][CH3:12])([CH3:15])[CH3:14], predict the reactants needed to synthesize it. The reactants are: Br[C:2]1[CH:3]=[N:4][N:5]2[C:10]([O:11][CH3:12])=[C:9]([CH:13]([CH3:15])[CH3:14])[C:8]([CH3:16])=[N:7][C:6]=12.CC1(C)C(C)(C)OB([C:25]2[CH:26]=[N:27][N:28]([CH2:30][O:31][CH2:32][CH2:33][Si:34]([CH3:37])([CH3:36])[CH3:35])[CH:29]=2)O1.C([O-])([O-])=O.[Cs+].[Cs+]. (8) Given the product [CH3:46][N:47]([CH2:2][CH:3]1[CH2:12][C:11]2[C:6]3=[C:7]([C:13]([C:15]4[C:16](=[O:30])[NH:17][C:18](=[O:29])[C:19]=4[C:20]4[C:28]5[C:23](=[CH:24][CH:25]=[CH:26][CH:27]=5)[NH:22][CH:21]=4)=[CH:14][N:5]3[CH2:4]1)[CH:8]=[CH:9][CH:10]=2)[CH3:48], predict the reactants needed to synthesize it. The reactants are: O[CH2:2][CH:3]1[CH2:12][C:11]2[C:6]3=[C:7]([C:13]([C:15]4[C:16](=[O:30])[NH:17][C:18](=[O:29])[C:19]=4[C:20]4[C:28]5[C:23](=[CH:24][CH:25]=[CH:26][CH:27]=5)[NH:22][CH:21]=4)=[CH:14][N:5]3[CH2:4]1)[CH:8]=[CH:9][CH:10]=2.CS(OS(C)(=O)=O)(=O)=O.N1C=CC=CC=1.[CH3:46][NH:47][CH3:48]. (9) Given the product [Cl:1][C:2]1[CH:3]=[C:4]2[C:8](=[CH:9][CH:10]=1)[N:7]([CH2:32][C:33]#[N:34])[C:6]([C:11]([N:13]1[CH2:14][CH2:15][CH:16]([C:19]3[C:24]([O:25][CH3:26])=[CH:23][CH:22]=[CH:21][C:20]=3[O:27][CH3:28])[CH2:17][CH2:18]1)=[O:12])=[CH:5]2, predict the reactants needed to synthesize it. The reactants are: [Cl:1][C:2]1[CH:3]=[C:4]2[C:8](=[CH:9][CH:10]=1)[NH:7][C:6]([C:11]([N:13]1[CH2:18][CH2:17][CH:16]([C:19]3[C:24]([O:25][CH3:26])=[CH:23][CH:22]=[CH:21][C:20]=3[O:27][CH3:28])[CH2:15][CH2:14]1)=[O:12])=[CH:5]2.[H-].[Na+].Cl[CH2:32][C:33]#[N:34]. (10) Given the product [OH:36][C@H:34]([CH3:35])[C@H:33]([NH:32][C:28]([C:26]1[NH:27][C:23]([C:8]2[CH:9]=[C:10]([O:12][Si:13]([CH:20]([CH3:21])[CH3:22])([CH:17]([CH3:18])[CH3:19])[CH:14]([CH3:15])[CH3:16])[CH:11]=[C:6]([O:5][C@@H:4]([CH3:31])[CH2:3][O:2][CH3:1])[CH:7]=2)=[CH:24][CH:25]=1)=[O:29])[CH3:37], predict the reactants needed to synthesize it. The reactants are: [CH3:1][O:2][CH2:3][C@H:4]([CH3:31])[O:5][C:6]1[CH:7]=[C:8]([C:23]2[NH:27][C:26]([C:28](O)=[O:29])=[CH:25][CH:24]=2)[CH:9]=[C:10]([O:12][Si:13]([CH:20]([CH3:22])[CH3:21])([CH:17]([CH3:19])[CH3:18])[CH:14]([CH3:16])[CH3:15])[CH:11]=1.[NH2:32][C@H:33]([CH3:37])[C@H:34]([OH:36])[CH3:35].[Cl-].COC1N=C(OC)N=C([N+]2(C)CCOCC2)N=1.